From a dataset of HIV replication inhibition screening data with 41,000+ compounds from the AIDS Antiviral Screen. Binary Classification. Given a drug SMILES string, predict its activity (active/inactive) in a high-throughput screening assay against a specified biological target. The molecule is COc1cc(C=C2N=C(c3ccccc3)N(n3c(-c4ccccc4)nc4ccccc4c3=O)C2=O)cc(OC)c1OC. The result is 0 (inactive).